Dataset: Full USPTO retrosynthesis dataset with 1.9M reactions from patents (1976-2016). Task: Predict the reactants needed to synthesize the given product. (1) Given the product [Cl:1][C:2]1[CH:28]=[CH:27][C:5]([CH2:6][N:7]2[C:15]3[C:10](=[CH:11][C:12]([CH:16]=[C:17]4[S:21][C:20]([N:43]5[CH2:42][CH2:41][CH:40]([N:33]6[CH2:38][CH2:37][CH2:36][CH:35]([OH:39])[CH2:34]6)[CH2:45][CH2:44]5)=[N:19][C:18]4=[O:26])=[CH:13][CH:14]=3)[CH:9]=[N:8]2)=[C:4]([C:29]([F:32])([F:30])[F:31])[CH:3]=1, predict the reactants needed to synthesize it. The reactants are: [Cl:1][C:2]1[CH:28]=[CH:27][C:5]([CH2:6][N:7]2[C:15]3[C:10](=[CH:11][C:12]([CH:16]=[C:17]4[S:21][C:20](SCCC)=[N:19][C:18]4=[O:26])=[CH:13][CH:14]=3)[CH:9]=[N:8]2)=[C:4]([C:29]([F:32])([F:31])[F:30])[CH:3]=1.[N:33]1([CH:40]2[CH2:45][CH2:44][NH:43][CH2:42][CH2:41]2)[CH2:38][CH2:37][CH2:36][CH:35]([OH:39])[CH2:34]1. (2) Given the product [CH3:22][C:19]1([CH3:23])[CH2:18][O:17][C:16]2[CH:24]=[CH:25][C:13]([C:28]#[C:27][C:29]3[CH:34]=[CH:33][C:32]([C:35]([N:37]4[CH2:42][CH2:41][O:40][CH2:39][CH2:38]4)=[O:36])=[CH:31][CH:30]=3)=[CH:14][C:15]=2[O:21][CH2:20]1, predict the reactants needed to synthesize it. The reactants are: C(OC(=O)C1C=CC=C(C#C[C:13]2[CH:25]=[CH:24][C:16]3[O:17][CH2:18][C:19]([CH3:23])([CH3:22])[CH2:20][O:21][C:15]=3[CH:14]=2)C=1)C.[C:27]([C:29]1[CH:34]=[CH:33][C:32]([C:35]([N:37]2[CH2:42][CH2:41][O:40][CH2:39][CH2:38]2)=[O:36])=[CH:31][CH:30]=1)#[CH:28].IC1C=CC2OCC(C)(C)COC=2C=1. (3) Given the product [ClH:50].[ClH:58].[CH:1]([CH:14]1[CH2:19][N:18]([CH2:20][C:21]2[CH:26]=[C:25]([N:27]3[C:31]([C:32]([F:33])([F:35])[F:34])=[N:30][N:29]=[N:28]3)[CH:24]=[CH:23][C:22]=2[O:36][CH3:37])[CH2:17][CH2:16][N:15]1[CH2:38][C:39]([NH2:44])=[O:41])([C:8]1[CH:13]=[CH:12][CH:11]=[CH:10][CH:9]=1)[C:2]1[CH:3]=[CH:4][CH:5]=[CH:6][CH:7]=1, predict the reactants needed to synthesize it. The reactants are: [CH:1]([CH:14]1[CH2:19][N:18]([CH2:20][C:21]2[CH:26]=[C:25]([N:27]3[C:31]([C:32]([F:35])([F:34])[F:33])=[N:30][N:29]=[N:28]3)[CH:24]=[CH:23][C:22]=2[O:36][CH3:37])[CH2:17][CH2:16][N:15]1[CH2:38][C:39]([OH:41])=O)([C:8]1[CH:13]=[CH:12][CH:11]=[CH:10][CH:9]=1)[C:2]1[CH:7]=[CH:6][CH:5]=[CH:4][CH:3]=1.C([N:44](CC)CC)C.[I-].[Cl:50]C1C=CC=C[N+]=1C.[ClH:58]. (4) Given the product [CH3:1][N:2]([CH3:27])[CH2:3][C:4]([NH:6][C:7]1[CH:8]=[CH:9][C:10]([C@@H:13]2[O:18][CH2:17][CH2:16][NH:15][CH2:14]2)=[CH:11][CH:12]=1)=[O:5], predict the reactants needed to synthesize it. The reactants are: [CH3:1][N:2]([CH3:27])[CH2:3][C:4]([NH:6][C:7]1[CH:12]=[CH:11][C:10]([C@@H:13]2[O:18][CH2:17][CH2:16][N:15]([C@@H](C3C=CC=CC=3)C)[CH2:14]2)=[CH:9][CH:8]=1)=[O:5].C([O-])=O.[NH4+].